This data is from Full USPTO retrosynthesis dataset with 1.9M reactions from patents (1976-2016). The task is: Predict the reactants needed to synthesize the given product. (1) Given the product [NH2:1][C:2]1[CH:9]=[CH:8][C:5]([CH2:6][NH:7][C:18](=[O:17])[CH2:20][I:21])=[CH:4][CH:3]=1, predict the reactants needed to synthesize it. The reactants are: [NH2:1][C:2]1[CH:9]=[CH:8][C:5]([CH2:6][NH2:7])=[CH:4][CH:3]=1.C1C(=O)N([O:17][C:18]([CH2:20][I:21])=O)C(=O)C1.C(N(CC)C(C)C)(C)C. (2) The reactants are: Br[C:2]1[CH:3]=[C:4]([CH:11]=[CH:12][C:13]=1[OH:14])[CH2:5][C@@H:6]([C:8]([OH:10])=[O:9])[NH2:7].BrC1C=C(C=C(Br)C=1O)C[C@@H](C(O)=O)N. Given the product [NH2:7][C@H:6]([C:8]([OH:10])=[O:9])[CH2:5][C:4]1[CH:3]=[CH:2][C:13]([OH:14])=[CH:12][CH:11]=1, predict the reactants needed to synthesize it. (3) Given the product [CH3:9][C:7]1[N:8]=[C:4]([N:1]2[CH:34]=[C:33]([CH2:32][CH2:31][CH2:30][C:24]3[CH:29]=[CH:28][CH:27]=[CH:26][CH:25]=3)[N:3]=[N:2]2)[S:5][C:6]=1[C:10]([O:12][CH2:13][CH3:14])=[O:11], predict the reactants needed to synthesize it. The reactants are: [N:1]([C:4]1[S:5][C:6]([C:10]([O:12][CH2:13][CH3:14])=[O:11])=[C:7]([CH3:9])[N:8]=1)=[N+:2]=[N-:3].C(N(CC)C(C)C)(C)C.[C:24]1([CH2:30][CH2:31][CH2:32][C:33]#[CH:34])[CH:29]=[CH:28][CH:27]=[CH:26][CH:25]=1. (4) Given the product [C:1]([O:7][CH2:8][C@H:9]([C:11]1[C:12]([Br:23])=[C:13]2[C:18](=[CH:19][C:20]=1[CH3:21])[N:17]=[C:16]([CH3:22])[CH:15]=[CH:14]2)[O:10][C:2]([CH3:4])([CH3:3])[CH3:1])(=[O:6])[C:2]([CH3:5])([CH3:4])[CH3:3], predict the reactants needed to synthesize it. The reactants are: [C:1]([O:7][CH2:8][C@H:9]([C:11]1[C:12]([Br:23])=[C:13]2[C:18](=[CH:19][C:20]=1[CH3:21])[N:17]=[C:16]([CH3:22])[CH:15]=[CH:14]2)[OH:10])(=[O:6])[C:2]([CH3:5])([CH3:4])[CH3:3].Cl(O)(=O)(=O)=O. (5) Given the product [CH:22]1([NH:21][C:8]([O:9][N:10]2[C:11]([CH3:20])([CH3:19])[CH2:12][CH:13]([O:18][C:28](=[O:40])[CH2:29][CH2:30][CH2:31][CH2:32][CH2:33][CH2:34][CH2:35][CH2:36][C:37]([O:18][CH:13]3[CH2:12][C:11]([CH3:19])([CH3:20])[N:10]([O:9][C:8](=[N:7][CH:1]4[CH2:6][CH2:5][CH2:4][CH2:3][CH2:2]4)[NH:21][CH:22]4[CH2:27][CH2:26][CH2:25][CH2:24][CH2:23]4)[C:15]([CH3:17])([CH3:16])[CH2:14]3)=[O:38])[CH2:14][C:15]2([CH3:16])[CH3:17])=[N:7][CH:1]2[CH2:2][CH2:3][CH2:4][CH2:5][CH2:6]2)[CH2:23][CH2:24][CH2:25][CH2:26][CH2:27]1, predict the reactants needed to synthesize it. The reactants are: [CH:1]1([NH:7][C:8](=[N:21][CH:22]2[CH2:27][CH2:26][CH2:25][CH2:24][CH2:23]2)[O:9][N:10]2[C:15]([CH3:17])([CH3:16])[CH2:14][CH:13]([OH:18])[CH2:12][C:11]2([CH3:20])[CH3:19])[CH2:6][CH2:5][CH2:4][CH2:3][CH2:2]1.[C:28](Cl)(=[O:40])[CH2:29][CH2:30][CH2:31][CH2:32][CH2:33][CH2:34][CH2:35][CH2:36][C:37](Cl)=[O:38]. (6) Given the product [CH3:1][O:2][C:3](=[O:38])[CH2:4][O:5][C:6]1[CH:11]=[CH:10][C:9]([CH2:12][NH:13][C:14]([NH:16][C:17]2[CH:18]=[CH:19][C:20]([S:23]([N:26]3[CH2:31][CH2:30][CH:29]([CH:32]=[O:33])[CH2:28][CH2:27]3)(=[O:24])=[O:25])=[CH:21][CH:22]=2)=[O:15])=[C:8]([F:37])[CH:7]=1, predict the reactants needed to synthesize it. The reactants are: [CH3:1][O:2][C:3](=[O:38])[CH2:4][O:5][C:6]1[CH:11]=[CH:10][C:9]([CH2:12][NH:13][C:14]([NH:16][C:17]2[CH:22]=[CH:21][C:20]([S:23]([N:26]3[CH2:31][CH2:30][CH:29]([CH:32](OC)[O:33]C)[CH2:28][CH2:27]3)(=[O:25])=[O:24])=[CH:19][CH:18]=2)=[O:15])=[C:8]([F:37])[CH:7]=1.[I-].[Na+].ClC([SiH3])(Cl)Cl. (7) The reactants are: [CH3:1][O:2][C:3]1[CH:4]=[C:5]([CH:7]=[CH:8][C:9]=1[C:10]1[O:14][CH:13]=[N:12][CH:11]=1)[NH2:6].ClCCl.N1C=CC=CC=1.[CH3:24][C:25]1[S:29][C:28]([CH2:30][CH2:31]Cl)=[CH:27][CH:26]=1. Given the product [CH3:24][C:25]1[S:29][C:28]([CH2:30][CH2:31][NH:6][C:5]2[CH:7]=[CH:8][C:9]([C:10]3[O:14][CH:13]=[N:12][CH:11]=3)=[C:3]([O:2][CH3:1])[CH:4]=2)=[CH:27][CH:26]=1, predict the reactants needed to synthesize it. (8) Given the product [CH3:1][O:2][C:3]1[CH:4]=[CH:5][C:6]([C:7]([NH:9][C:10]2[CH:15]=[CH:14][CH:13]=[CH:12][C:11]=2[N:16]2[C:17](=[O:32])[C:18]3[CH:19]=[C:20]4[CH:31]=[CH:30][CH:29]=[CH:28][C:21]4=[CH:22][C:23]=3[CH2:24]2)=[O:8])=[CH:33][CH:34]=1, predict the reactants needed to synthesize it. The reactants are: [CH3:1][O:2][C:3]1[CH:34]=[CH:33][C:6]([C:7]([NH:9][C:10]2[CH:15]=[CH:14][CH:13]=[CH:12][C:11]=2[N:16]2[CH:24](OCC)[C:23]3[CH:22]=[C:21]4[CH:28]=[CH:29][CH:30]=[CH:31][C:20]4=[CH:19][C:18]=3[C:17]2=[O:32])=[O:8])=[CH:5][CH:4]=1.C([SiH](CC)CC)C.FC(F)(F)C(O)=O. (9) Given the product [CH2:1]([O:3][C:4]([C:6]1[CH:10]=[C:9]([Br:11])[N:8]([C:12]2[CH:17]=[CH:16][CH:15]=[CH:14][CH:13]=2)[C:7]=1[CH2:18][N:25]([C:26]([O:28][C:29]([CH3:30])([CH3:32])[CH3:31])=[O:27])[CH2:24][C:23]([O:22][CH2:20][CH3:21])=[O:33])=[O:5])[CH3:2], predict the reactants needed to synthesize it. The reactants are: [CH2:1]([O:3][C:4]([C:6]1[CH:10]=[C:9]([Br:11])[N:8]([C:12]2[CH:17]=[CH:16][CH:15]=[CH:14][CH:13]=2)[C:7]=1[CH2:18]Br)=[O:5])[CH3:2].[CH2:20]([O:22][C:23](=[O:33])[CH2:24][NH:25][C:26]([O:28][C:29]([CH3:32])([CH3:31])[CH3:30])=[O:27])[CH3:21].[H-].[Na+].